Predict which catalyst facilitates the given reaction. From a dataset of Catalyst prediction with 721,799 reactions and 888 catalyst types from USPTO. (1) Reactant: [C:1](Cl)(=[O:8])[C:2]1[CH:7]=[CH:6][CH:5]=[CH:4][CH:3]=1.[C:10]1([C:16]2[CH:17]=[N:18][C:19]3[N:20]([CH:22]=[CH:23][N:24]=3)[CH:21]=2)[CH:15]=[CH:14][CH:13]=[CH:12][CH:11]=1. Product: [C:2]1([C:1]([C:22]2[N:20]3[CH:21]=[C:16]([C:10]4[CH:15]=[CH:14][CH:13]=[CH:12][CH:11]=4)[CH:17]=[N:18][C:19]3=[N:24][CH:23]=2)=[O:8])[CH:7]=[CH:6][CH:5]=[CH:4][CH:3]=1. The catalyst class is: 11. (2) Reactant: [Cl:1][C:2]1[C:11]2[C:6](=[CH:7][C:8]([O:14][CH2:15][CH2:16][CH2:17][N:18]3[CH:22]=[N:21][CH:20]=[N:19]3)=[C:9]([O:12][CH3:13])[CH:10]=2)[N:5]=[CH:4][N:3]=1.[NH2:23][C:24]1[CH:25]=[C:26]2[C:30](=[CH:31][CH:32]=1)[NH:29][CH:28]=[CH:27]2.Cl. Product: [ClH:1].[NH:29]1[C:30]2[C:26](=[CH:25][C:24]([NH:23][C:2]3[C:11]4[C:6](=[CH:7][C:8]([O:14][CH2:15][CH2:16][CH2:17][N:18]5[CH:22]=[N:21][CH:20]=[N:19]5)=[C:9]([O:12][CH3:13])[CH:10]=4)[N:5]=[CH:4][N:3]=3)=[CH:32][CH:31]=2)[CH:27]=[CH:28]1. The catalyst class is: 32. (3) Reactant: [Cl:1][C:2]1[C:15]([O:16][CH3:17])=[C:14]([O:18][CH3:19])[CH:13]=[CH:12][C:3]=1[CH2:4][CH2:5][NH:6][C:7](=O)[O:8]CC.C[Si](C)(C)O[Si](C)(C)C.P(Cl)(Cl)(Cl)=O.O=P12OP3(OP(OP(O3)(O1)=O)(=O)O2)=O. Product: [Cl:1][C:2]1[C:15]([O:16][CH3:17])=[C:14]([O:18][CH3:19])[CH:13]=[C:12]2[C:3]=1[CH2:4][CH2:5][NH:6][C:7]2=[O:8]. The catalyst class is: 4. (4) Reactant: C([O:3][C:4]([CH:6]1[CH2:11][CH2:10][C:9]([F:13])([F:12])[CH2:8][CH2:7]1)=[O:5])C.[OH-].[Na+].Cl. Product: [F:12][C:9]1([F:13])[CH2:8][CH2:7][CH:6]([C:4]([OH:5])=[O:3])[CH2:11][CH2:10]1. The catalyst class is: 40. (5) Reactant: [NH2:1][C:2]1[C:11]([Cl:12])=[N:10][C:9]2[C:4](=[CH:5][CH:6]=[CH:7][CH:8]=2)[N:3]=1.Br[CH2:14][CH:15](OCC)OCC.C(=O)([O-])[O-].[Na+].[Na+]. Product: [Cl:12][C:11]1[C:2]2[N:3]([CH:14]=[CH:15][N:1]=2)[C:4]2[C:9]([N:10]=1)=[CH:8][CH:7]=[CH:6][CH:5]=2. The catalyst class is: 90. (6) Reactant: [S-:1][C:2]#[N:3].[NH4+].[C:5](Cl)(=[O:12])[C:6]1[CH:11]=[CH:10][CH:9]=[CH:8][CH:7]=1.Cl[C:15]1[CH:20]=[CH:19][N:18]=[CH:17][C:16]=1[NH2:21].O. Product: [S:1]1[C:15]2[CH:20]=[CH:19][N:18]=[CH:17][C:16]=2[N:21]=[C:2]1[NH:3][C:5](=[O:12])[C:6]1[CH:11]=[CH:10][CH:9]=[CH:8][CH:7]=1. The catalyst class is: 21. (7) Reactant: [N:1]([CH2:4][CH2:5][N:6]1[C:11]2[CH:12]=[C:13]([CH2:16][O:17][CH:18]3[CH:23]([C:24]4[CH:29]=[CH:28][C:27]([O:30][CH2:31][CH2:32][CH2:33][O:34][C:35]5[CH:40]=[C:39]([F:41])[CH:38]=[CH:37][C:36]=5[F:42])=[CH:26][CH:25]=4)[CH2:22][CH2:21][N:20]([C:43]([O:45][CH2:46][C:47]4[CH:52]=[CH:51][CH:50]=[CH:49][CH:48]=4)=[O:44])[CH2:19]3)[CH:14]=[CH:15][C:10]=2[O:9][CH2:8][C:7]1=[O:53])=[N+]=[N-].N.C1(P(C2C=CC=CC=2)C2C=CC=CC=2)C=CC=CC=1. Product: [NH2:1][CH2:4][CH2:5][N:6]1[C:11]2[CH:12]=[C:13]([CH2:16][O:17][CH:18]3[CH:23]([C:24]4[CH:25]=[CH:26][C:27]([O:30][CH2:31][CH2:32][CH2:33][O:34][C:35]5[CH:40]=[C:39]([F:41])[CH:38]=[CH:37][C:36]=5[F:42])=[CH:28][CH:29]=4)[CH2:22][CH2:21][N:20]([C:43]([O:45][CH2:46][C:47]4[CH:48]=[CH:49][CH:50]=[CH:51][CH:52]=4)=[O:44])[CH2:19]3)[CH:14]=[CH:15][C:10]=2[O:9][CH2:8][C:7]1=[O:53]. The catalyst class is: 670.